Dataset: Peptide-MHC class II binding affinity with 134,281 pairs from IEDB. Task: Regression. Given a peptide amino acid sequence and an MHC pseudo amino acid sequence, predict their binding affinity value. This is MHC class II binding data. (1) The peptide sequence is GKIASCLNDNANGYF. The MHC is HLA-DPA10201-DPB10101 with pseudo-sequence HLA-DPA10201-DPB10101. The binding affinity (normalized) is 0.323. (2) The MHC is H-2-IEd with pseudo-sequence H-2-IEd. The peptide sequence is KNVLKVGRLSAEELM. The binding affinity (normalized) is 0.269.